Dataset: Forward reaction prediction with 1.9M reactions from USPTO patents (1976-2016). Task: Predict the product of the given reaction. (1) The product is: [Cl:23][CH2:24][C:25]([C:14]1[C:15]([CH3:16])=[C:11]([C:9](=[O:10])[C:3]2[CH:4]=[CH:5][C:6]([Cl:8])=[CH:7][C:2]=2[Cl:1])[N:12]([CH3:18])[C:13]=1[CH3:17])=[O:26]. Given the reactants [Cl:1][C:2]1[CH:7]=[C:6]([Cl:8])[CH:5]=[CH:4][C:3]=1[C:9]([C:11]1[N:12]([CH3:18])[C:13]([CH3:17])=[CH:14][C:15]=1[CH3:16])=[O:10].[Al+3].[Cl-].[Cl-].[Cl-].[Cl:23][CH2:24][C:25](Cl)=[O:26], predict the reaction product. (2) Given the reactants [CH:1]([C:3]1[CH:12]=[CH:11][C:10]2[C:5](=[CH:6][CH:7]=[CH:8][N:9]=2)[N:4]=1)=[CH2:2].[Br:13][C:14]1[C:15]2[N:16]([C:20](=[O:23])[NH:21][N:22]=2)[CH:17]=[CH:18][CH:19]=1.[OH-].[K+], predict the reaction product. The product is: [N:4]1[C:5]2[C:10](=[N:9][CH:8]=[CH:7][CH:6]=2)[CH:11]=[CH:12][C:3]=1[CH2:1][CH2:2][N:21]1[C:20](=[O:23])[N:16]2[CH:17]=[CH:18][CH:19]=[C:14]([Br:13])[C:15]2=[N:22]1. (3) Given the reactants N[C:2]1[C:10]([N+:11]([O-:13])=[O:12])=[C:9]([OH:14])[C:5]([N+:6]([O-:8])=[O:7])=[C:4](N)[C:3]=1[N+:16]([O-:18])=[O:17].[OH-:19].[Na+].Cl.[OH2:22], predict the reaction product. The product is: [N+:16]([C:3]1[C:2]([OH:19])=[C:10]([N+:11]([O-:13])=[O:12])[C:9]([OH:14])=[C:5]([N+:6]([O-:8])=[O:7])[C:4]=1[OH:22])([O-:18])=[O:17]. (4) Given the reactants [CH3:1][O:2][C:3]1[CH:18]=[CH:17][C:6]([C:7]([O:9]CC2C=CC=CC=2)=[O:8])=[CH:5][C:4]=1[N:19]([CH2:24][CH2:25][N:26]1[CH2:31][CH2:30][O:29][CH2:28][CH2:27]1)[S:20]([CH3:23])(=[O:22])=[O:21], predict the reaction product. The product is: [CH3:1][O:2][C:3]1[CH:18]=[CH:17][C:6]([C:7]([OH:9])=[O:8])=[CH:5][C:4]=1[N:19]([CH2:24][CH2:25][N:26]1[CH2:31][CH2:30][O:29][CH2:28][CH2:27]1)[S:20]([CH3:23])(=[O:22])=[O:21]. (5) Given the reactants [OH-].[Na+].O.C[O:5][C:6](=[O:42])[CH2:7][C:8]1[CH:13]=[CH:12][C:11]([C:14]2[CH:19]=[CH:18][C:17]([C:20]([CH2:38][CH3:39])([C:23]3[CH:28]=[CH:27][C:26]([CH2:29][CH2:30][CH:31]([OH:36])[C:32]([CH3:35])([CH3:34])[CH3:33])=[C:25]([CH3:37])[CH:24]=3)[CH2:21][CH3:22])=[CH:16][C:15]=2[CH3:40])=[CH:10][C:9]=1[F:41].Cl, predict the reaction product. The product is: [CH2:21]([C:20]([C:17]1[CH:18]=[CH:19][C:14]([C:11]2[CH:12]=[CH:13][C:8]([CH2:7][C:6]([OH:42])=[O:5])=[C:9]([F:41])[CH:10]=2)=[C:15]([CH3:40])[CH:16]=1)([C:23]1[CH:28]=[CH:27][C:26]([CH2:29][CH2:30][CH:31]([OH:36])[C:32]([CH3:34])([CH3:35])[CH3:33])=[C:25]([CH3:37])[CH:24]=1)[CH2:38][CH3:39])[CH3:22]. (6) Given the reactants C(OC([N:11]1[CH2:16][CH2:15][C:14]([OH:21])([C:17]([F:20])([F:19])[F:18])[CH2:13][CH2:12]1)=O)C1C=CC=CC=1, predict the reaction product. The product is: [F:20][C:17]([F:18])([F:19])[C:14]1([OH:21])[CH2:13][CH2:12][NH:11][CH2:16][CH2:15]1.